Dataset: Full USPTO retrosynthesis dataset with 1.9M reactions from patents (1976-2016). Task: Predict the reactants needed to synthesize the given product. (1) Given the product [CH3:11][O:10][C:9](=[O:17])[CH2:8][C:7]1[N:3]([CH2:1][CH3:2])[N:4]=[C:5]([CH3:18])[CH:6]=1, predict the reactants needed to synthesize it. The reactants are: [CH2:1]([N:3]1[C:7]([CH:8]2C(=O)O[C:11](C)(C)[O:10][C:9]2=[O:17])=[CH:6][C:5]([CH3:18])=[N:4]1)[CH3:2].CC1C=CC(S(O)(=O)=O)=CC=1.O.C(N(CC)CC)C. (2) Given the product [CH2:1]([C:8]1[CH:9]=[CH:10][C:11]2[O:15][C:14]([C:16]3[CH:17]=[C:18]4[C:23](=[CH:24][CH:25]=3)[CH2:22][N:21]([CH2:43][CH2:42][C:41]([O:40][C:36]([CH3:39])([CH3:38])[CH3:37])=[O:44])[CH2:20][CH2:19]4)=[CH:13][C:12]=2[CH:26]=1)[C:2]1[CH:3]=[CH:4][CH:5]=[CH:6][CH:7]=1, predict the reactants needed to synthesize it. The reactants are: [CH2:1]([C:8]1[CH:9]=[CH:10][C:11]2[O:15][C:14]([C:16]3[CH:17]=[C:18]4[C:23](=[CH:24][CH:25]=3)[CH2:22][NH:21][CH2:20][CH2:19]4)=[CH:13][C:12]=2[CH:26]=1)[C:2]1[CH:7]=[CH:6][CH:5]=[CH:4][CH:3]=1.CCN(C(C)C)C(C)C.[C:36]([O:40][C:41](=[O:44])[CH:42]=[CH2:43])([CH3:39])([CH3:38])[CH3:37].